From a dataset of Full USPTO retrosynthesis dataset with 1.9M reactions from patents (1976-2016). Predict the reactants needed to synthesize the given product. (1) Given the product [F:32][CH:2]([F:1])[C:3]1[N:7]([C:8]2[N:13]=[C:12]([N:14]3[CH2:15][CH2:16][O:17][CH2:18][CH2:19]3)[N:11]=[C:10]([NH:20][C@H:21]3[CH2:22][CH2:23][C@H:24]([NH:27][C:40]([NH:47][CH2:51][CH2:50][N:49]4[CH2:48][CH2:56][O:55][CH2:54][CH2:53]4)=[O:41])[CH2:25][CH2:26]3)[N:9]=2)[C:6]2[CH:28]=[CH:29][CH:30]=[CH:31][C:5]=2[N:4]=1, predict the reactants needed to synthesize it. The reactants are: [F:1][CH:2]([F:32])[C:3]1[N:7]([C:8]2[N:13]=[C:12]([N:14]3[CH2:19][CH2:18][O:17][CH2:16][CH2:15]3)[N:11]=[C:10]([NH:20][C@H:21]3[CH2:26][CH2:25][C@H:24]([NH2:27])[CH2:23][CH2:22]3)[N:9]=2)[C:6]2[CH:28]=[CH:29][CH:30]=[CH:31][C:5]=2[N:4]=1.C(N(CC)CC)C.[C:40]([N:47]1[CH:51]=[CH:50][N:49]=[CH:48]1)(N1C=CN=C1)=[O:41].N1(CCN)C[CH2:56][O:55][CH2:54][CH2:53]1. (2) Given the product [C:3]([C:5]([CH3:27])([CH3:26])[C:6]1[CH:7]=[C:8]([CH:22]=[C:23]([O:25][CH:29]2[CH2:34][CH2:33][N:32]([CH3:35])[CH2:31][CH2:30]2)[CH:24]=1)[C:9]([NH:11][C:12]1[CH:17]=[CH:16][C:15]([CH3:18])=[C:14]([N+:19]([O-:21])=[O:20])[CH:13]=1)=[O:10])#[N:4], predict the reactants needed to synthesize it. The reactants are: [H-].[Na+].[C:3]([C:5]([CH3:27])([CH3:26])[C:6]1[CH:7]=[C:8]([CH:22]=[C:23]([OH:25])[CH:24]=1)[C:9]([NH:11][C:12]1[CH:17]=[CH:16][C:15]([CH3:18])=[C:14]([N+:19]([O-:21])=[O:20])[CH:13]=1)=[O:10])#[N:4].I[CH:29]1[CH2:34][CH2:33][N:32]([CH3:35])[CH2:31][CH2:30]1.O. (3) Given the product [F:33][C:34]([F:39])([F:38])[C:35]([OH:37])=[O:36].[Cl:19][C:15]1[CH:14]=[C:13]([CH:12]2[C:11]([C:22]3[CH:27]=[CH:26][C:25]([Cl:28])=[CH:24][CH:23]=3)([C:20]#[N:21])[CH:10]([CH2:29][CH:30]([CH3:31])[CH3:32])[NH:9][CH:8]2[C:6]([OH:7])=[O:5])[CH:18]=[CH:17][CH:16]=1, predict the reactants needed to synthesize it. The reactants are: C([O:5][C:6]([CH:8]1[CH:12]([C:13]2[CH:18]=[CH:17][CH:16]=[C:15]([Cl:19])[CH:14]=2)[C:11]([C:22]2[CH:27]=[CH:26][C:25]([Cl:28])=[CH:24][CH:23]=2)([C:20]#[N:21])[CH:10]([CH2:29][CH:30]([CH3:32])[CH3:31])[NH:9]1)=[O:7])(C)(C)C.[F:33][C:34]([F:39])([F:38])[C:35]([OH:37])=[O:36]. (4) Given the product [Cl:1][C:2]1[CH:39]=[CH:38][CH:37]=[CH:36][C:3]=1[CH2:4][N:5]1[CH2:10][CH2:9][C:8]2[S:11][C:12]([SiH:14]([CH2:15][CH3:16])[CH2:17][CH3:18])=[CH:13][C:7]=2[CH2:6]1, predict the reactants needed to synthesize it. The reactants are: [Cl:1][C:2]1[CH:39]=[CH:38][CH:37]=[CH:36][C:3]=1[CH2:4][N:5]1[CH2:10][CH2:9][C:8]2[S:11][C:12]([Si:14](C3SC4CCN(CC5C=CC=CC=5Cl)CC=4C=3)([CH2:17][CH3:18])[CH2:15][CH3:16])=[CH:13][C:7]=2[CH2:6]1.[Na+].[Cl-]. (5) The reactants are: [O:1]=[C:2]1[C@H:8]2[CH2:9][C@H:4]([CH2:5][CH2:6][C@@H:7]2[C:10]([O:12][C:13]([CH3:16])([CH3:15])[CH3:14])=[O:11])[O:3]1.[Li+].[OH-:18]. Given the product [C:13]([O:12][C:10]([C@H:7]1[CH2:6][CH2:5][C@H:4]([OH:3])[CH2:9][C@@H:8]1[C:2]([OH:18])=[O:1])=[O:11])([CH3:16])([CH3:15])[CH3:14], predict the reactants needed to synthesize it. (6) Given the product [CH3:1][O:2][C:3](=[O:25])[CH2:4][C:5]1[CH:6]=[C:7]([C:13]2[CH:18]=[CH:17][C:16]([C:19]([F:21])([F:20])[F:22])=[CH:15][C:14]=2[CH2:23][NH:26][C@H:27]2[C:35]3[C:30](=[CH:31][CH:32]=[CH:33][CH:34]=3)[CH2:29][CH2:28]2)[C:8]([O:11][CH3:12])=[CH:9][CH:10]=1, predict the reactants needed to synthesize it. The reactants are: [CH3:1][O:2][C:3](=[O:25])[CH2:4][C:5]1[CH:6]=[C:7]([C:13]2[CH:18]=[CH:17][C:16]([C:19]([F:22])([F:21])[F:20])=[CH:15][C:14]=2[CH:23]=O)[C:8]([O:11][CH3:12])=[CH:9][CH:10]=1.[NH2:26][C@H:27]1[C:35]2[C:30](=[CH:31][CH:32]=[CH:33][CH:34]=2)[CH2:29][CH2:28]1. (7) The reactants are: [Br:1][C:2](Br)=[N:3][OH:4].[CH3:6][C:7](=[O:10])[C:8]#[CH:9].C(=O)([O-])[O-].[K+].[K+].Cl. Given the product [Br:1][C:2]1[CH:9]=[C:8]([C:7](=[O:10])[CH3:6])[O:4][N:3]=1, predict the reactants needed to synthesize it. (8) Given the product [CH:14]1[C:13]2[C:18](=[CH:10][CH:2]=[CH:3][CH:4]=2)[CH:17]=[CH:16][C:15]=1[NH:19][C:20]([N:8]1[C:9]2[C:5](=[CH:4][CH:3]=[C:2]([Cl:1])[CH:10]=2)[C:6]([OH:11])=[N:7]1)=[O:21], predict the reactants needed to synthesize it. The reactants are: [Cl:1][C:2]1[CH:10]=[C:9]2[C:5]([C:6]([OH:11])=[N:7][NH:8]2)=[CH:4][CH:3]=1.Br[C:13]1[CH:18]=[CH:17][CH:16]=[C:15]([N:19]=[C:20]=[O:21])[CH:14]=1. (9) Given the product [C:28]([C:25]1[CH:26]=[CH:27][C:22]([O:21][CH2:20][CH2:19][NH:2][S:1]([C:5]2[CH:13]=[CH:12][CH:11]=[C:10]3[C:6]=2[CH2:7][CH:8]([C:14]([O:16][CH3:17])=[O:15])[CH2:9]3)(=[O:3])=[O:4])=[C:23]([CH2:32][CH2:33][CH3:34])[C:24]=1[OH:31])(=[O:30])[CH3:29], predict the reactants needed to synthesize it. The reactants are: [S:1]([C:5]1[CH:13]=[CH:12][CH:11]=[C:10]2[C:6]=1[CH2:7][CH:8]([C:14]([O:16][CH3:17])=[O:15])[CH2:9]2)(=[O:4])(=[O:3])[NH2:2].Br[CH2:19][CH2:20][O:21][C:22]1[CH:27]=[CH:26][C:25]([C:28](=[O:30])[CH3:29])=[C:24]([OH:31])[C:23]=1[CH2:32][CH2:33][CH3:34].C(=O)([O-])[O-].[Cs+].[Cs+].CN(C=O)C. (10) Given the product [Cl:1][C:2]1[CH:34]=[CH:33][C:5]([C:6]([C@@:8]2([OH:32])[C@@H:12]([CH2:13][O:14][C:15](=[O:23])[C:16]3[CH:17]=[CH:18][C:19]([Cl:22])=[CH:20][CH:21]=3)[O:11][C@@H:10]([N:70]3[CH:38]=[CH:36][C:35]([NH2:53])=[N:44][C:45]3=[O:46])[CH2:9]2)=[O:7])=[CH:4][CH:3]=1, predict the reactants needed to synthesize it. The reactants are: [Cl:1][C:2]1[CH:34]=[CH:33][C:5]([C:6]([C@@:8]2([OH:32])[C@@H:12]([CH2:13][O:14][C:15](=[O:23])[C:16]3[CH:21]=[CH:20][C:19]([Cl:22])=[CH:18][CH:17]=3)[O:11][C@@H:10](N3C=CC(=O)NC3=O)[CH2:9]2)=[O:7])=[CH:4][CH:3]=1.[C@@H:35]1([N:44]2C=CC(=O)N[C:45]2=[O:46])O[C@H](CO)[C@@H:38](O)[C@H:36]1O.C[N:53]1CCCCC1.C1(C)C=CC(S(Cl)(=O)=O)=CC=1.[NH3:70].